From a dataset of Drug-target binding data from BindingDB using IC50 measurements. Regression. Given a target protein amino acid sequence and a drug SMILES string, predict the binding affinity score between them. We predict pIC50 (pIC50 = -log10(IC50 in M); higher means more potent). Dataset: bindingdb_ic50. (1) The small molecule is Cc1cccc(CNc2cc(Cl)nc3ccnn23)c1. The target protein sequence is MDTSGHFHDSGVGDLDEDPKCPCPSSGDEQQQQQQQQQQQQPPPPAPPAAPQQPLGPSLQPQPPQLQQQQQQQQQQQQQQQQQQQPPHPLSQLAQLQSQPVHPGLLHSSPTAFRAPPSSNSTAILHPSSRQGSQLNLNDHLLGHSPSSTATSGPGGGSRHRQASPLVHRRDSNPFTEIAMSSCKYSGGVMKPLSRLSASRRNLIEAETEGQPLQLFSPSNPPEIVISSREDNHAHQTLLHHPNATHNHQHAGTTASSTTFPKANKRKNQNIGYKLGHRRALFEKRKRLSDYALIFGMFGIVVMVIETELSWGLYSKDSMFSLALKCLISLSTIILLGLIIAYHTREVQLFVIDNGADDWRIAMTYERILYISLEMLVCAIHPIPGEYKFFWTARLAFSYTPSRAEADVDIILSIPMFLRLYLIARVMLLHSKLFTDASSRSIGALNKINFNTRFVMKTLMTICPGTVLLVFSISLWIIAAWTVRVCERYHDQQDVTSNFL.... The pIC50 is 5.0. (2) The compound is CNc1ncnc2c1ncn2[C@H]1C[C@H](OP(=O)(O)O)[C@@H](COP(=O)(O)O)O1. The target protein (P47900) has sequence MTEVLWPAVPNGTDAAFLAGPGSSWGNSTVASTAAVSSSFKCALTKTGFQFYYLPAVYILVFIIGFLGNSVAIWMFVFHMKPWSGISVYMFNLALADFLYVLTLPALIFYYFNKTDWIFGDAMCKLQRFIFHVNLYGSILFLTCISAHRYSGVVYPLKSLGRLKKKNAICISVLVWLIVVVAISPILFYSGTGVRKNKTITCYDTTSDEYLRSYFIYSMCTTVAMFCVPLVLILGCYGLIVRALIYKDLDNSPLRRKSIYLVIIVLTVFAVSYIPFHVMKTMNLRARLDFQTPAMCAFNDRVYATYQVTRGLASLNSCVDPILYFLAGDTFRRRLSRATRKASRRSEANLQSKSEDMTLNILPEFKQNGDTSL. The pIC50 is 6.2. (3) The small molecule is CNC(=O)c1ccc2occ(CCNC(C)=O)c2c1. The target protein (P48039) has sequence MQGNGSALPNASQPVLRGDGARPSWLASALACVLIFTIVVDILGNLLVILSVYRNKKLRNAGNIFVVSLAVADLVVAIYPYPLVLMSIFNNGWNLGYLHCQVSGFLMGLSVIGSIFNITGIAINRYCYICHSLKYDKLYSSKNSLCYVLLIWLLTLAAVLPNLRAGTLQYDPRIYSCTFAQSVSSAYTIAVVVFHFLVPMIIVIFCYLRIWILVLQVRQRVKPDRKPKLKPQDFRNFVTMFVVFVLFAICWAPLNFIGLAVASDPASMVPRIPEWLFVASYYMAYFNSCLNAIIYGLLNQNFRKEYRRIIVSLCTARVFFVDSSNDVADRVKWKPSPLMTNNNVVKVDSV. The pIC50 is 6.7. (4) The drug is COc1ccc(-c2nc3ccccc3s2)cc1OC. The target protein (Q27757) has sequence MEDKNILYGPEPFHPLADGTAGEQMFYALSRYADISGCIALTNAHTKENVLYEEFLKLSCRLAESFKKYGLKQNDTIAVCSENGLQFFLPLIASLYLGIIAAPVSDKYIERELIHSLGIVKPRIIFCSKNTFQKVLNVKSKLKYVETIIILDLNEDLGGYQCLNNFISQNSDINLDVKKFKPNSFNRDDQVALVMFSSGTTGVSKGVMLTHKNIVARFSHCKDPTFGNAINPTTAILTVIPFHHGFGMTTTLGYFTCGFRVALMHTFEEKLFLQSLQDYKVESTLLVPTLMAFFPKSALVEKYDLSHLKEIASGGAPLSKEIGEMVKKRFKLNFVRQGYGLTETTSAVLITPDTDVRPGSTGKIVPFHAVKVVDPTTGKILGPNETGELYFKGDMIMKSYYNNEEATKAIINKDGWLRSGDIAYYDNDGHFYIVDRLKSLIKYKGYQVAPAEIEGILLQHPYIVDAGVTGIPDEAAGELPAAGVVVQTGKYLNEQIVQNF.... The pIC50 is 5.7. (5) The drug is CCN(CCN(C)C)C(=O)CNCc1cc(C(=O)O)ccn1. The target protein sequence is MEPGSDDFLPPPECPVFEPSWAEFRDPLGYIAKIRPIAEKSGICKIRPPADWQPPFAVEVDNFRFTPRIQRLNELEAQTRVKLNYLDQIAKFWEIQGSSLKIPNVERRILDLYSLSKIVVEEGGYEAICKDRRWARVAQRLNYPPGKNIGSLLRSHYERIVYPYEMYQSGANLVQCNTRPFDNEEKDKEYKPHSIPLRQSVQPSKFNSYGRRAKRLQPDPEPTEEDIEKNPELKKLQIYGAGPKMMGLGLMAKDKTLRKKDKEGPECPPTVVVKEELGGDVKVESTSPKTFLESKEELSHSPEPCTKMTMRLRRNHSNAQFIESYVCRMCSRGDEDDKLLLCDGCDDNYHIFCLLPPLPEIPKGVWRCPKCVMAECKRPPEAFGFEQATREYTLQSFGEMADSFKADYFNMPVHMVPTELVEKEFWRLVNSIEEDVTVEYGADIHSKEFGSGFPVSDSKRHLTPEEEEYATSGWNLNVMPVLEQSVLCHINADISGMKVP.... The pIC50 is 7.9. (6) The drug is CSc1cccc(Nc2ncc3cc(-c4c(Cl)cccc4Cl)c(=O)n(C)c3n2)c1. The target protein sequence is DPNQAVLKFTTEIHPSCVTRQKVIGAGEFGEVYKGMLKTSSGKKEVPVAIKTLKAGYTEKQRVDFLGEAGIMGQFSHHNIIRLEGVISKYKPMMIITEYMENGALDKFLREKDGEFSVLQLVGMLRGIAAGMKYLANMNYVHRDLAARNILVNSNLVCKVSDFGLSRVLEDDPEATYTTSGGKIPIRWTAPEAISYRKFTSASDVWSFGIVMWEVMTYGERPYWELSNHEVMKAINDGFRLPTPMDCPSAIYQLMMQCWQQERARRPKFADIVSILDKLIRAPDSLKTLADFDPRVSIRLPSTSG. The pIC50 is 8.1. (7) The compound is O=C(Nc1ccc(F)cc1)c1c(NC(=O)C(F)(F)I)sc2c1CCCCC2. The target protein (Q5XXA6) has sequence MRVNEKYSTLPAEDRSVHIINICAIEDIGYLPSEGTLLNSLSVDPDAECKYGLYFRDGRRKVDYILVYHHKRPSGNRTLVRRVQHSDTPSGARSVKQDHPLPGKGASLDAGSGEPPMDYHEDDKRFRREEYEGNLLEAGLELERDEDTKIHGVGFVKIHAPWNVLCREAEFLKLKMPTKKMYHINETRGLLKKINSVLQKITDPIQPKVAEHRPQTMKRLSYPFSREKQHLFDLSDKDSFFDSKTRSTIVYEILKRTTCTKAKYSMGITSLLANGVYAAAYPLHDGDYNGENVEFNDRKLLYEEWARYGVFYKYQPIDLVRKYFGEKIGLYFAWLGVYTQMLIPASIVGIIVFLYGCATMDENIPSMEMCDQRHNITMCPLCDKTCSYWKMSSACATARASHLFDNPATVFFSVFMALWAATFMEHWKRKQMRLNYRWDLTGFEEEEEAVKDHPRAEYEARVLEKSLKKESRNKEKRRHIPEESTNKWKQRVKTAMAGVK.... The pIC50 is 6.2. (8) The small molecule is Clc1cc(NCc2cccs2)n2nccc2n1. The target protein sequence is MDTSGHFHDSGVGDLDEDPKCPCPSSGDEQQQQQQQQQQQQPPPPAPPAAPQQPLGPSLQPQPPQLQQQQQQQQQQQQQQQQQQQPPHPLSQLAQLQSQPVHPGLLHSSPTAFRAPPSSNSTAILHPSSRQGSQLNLNDHLLGHSPSSTATSGPGGGSRHRQASPLVHRRDSNPFTEIAMSSCKYSGGVMKPLSRLSASRRNLIEAETEGQPLQLFSPSNPPEIVISSREDNHAHQTLLHHPNATHNHQHAGTTASSTTFPKANKRKNQNIGYKLGHRRALFEKRKRLSDYALIFGMFGIVVMVIETELSWGLYSKDSMFSLALKCLISLSTIILLGLIIAYHTREVQLFVIDNGADDWRIAMTYERILYISLEMLVCAIHPIPGEYKFFWTARLAFSYTPSRAEADVDIILSIPMFLRLYLIARVMLLHSKLFTDASSRSIGALNKINFNTRFVMKTLMTICPGTVLLVFSISLWIIAAWTVRVCERYHDQQDVTSNFL.... The pIC50 is 6.5. (9) The compound is CCCCCCCCCCCC(=O)Oc1cccc2c1C(=O)C=CC2=O. The target protein (P00573) has sequence MNTINIAKNDFSDIELAAIPFNTLADHYGERLAREQLALEHESYEMGEARFRKMFERQLKAGEVADNAAAKPLITTLLPKMIARINDWFEEVKAKRGKRPTAFQFLQEIKPEAVAYITIKTTLACLTSADNTTVQAVASAIGRAIEDEARFGRIRDLEAKHFKKNVEEQLNKRVGHVYKKAFMQVVEADMLSKGLLGGEAWSSWHKEDSIHVGVRCIEMLIESTGMVSLHRQNAGVVGQDSETIELAPEYAEAIATRAGALAGISPMFQPCVVPPKPWTGITGGGYWANGRRPLALVRTHSKKALMRYEDVYMPEVYKAINIAQNTAWKINKKVLAVANVITKWKHCPVEDIPAIEREELPMKPEDIDMNPEALTAWKRAAAAVYRKDKARKSRRISLEFMLEQANKFANHKAIWFPYNMDWRGRVYAVSMFNPQGNDMTKGLLTLAKGKPIGKEGYYWLKIHGANCAGVDKVPFPERIKFIEENHENIMACAKSPLENT.... The pIC50 is 4.0. (10) The drug is CCCC(=O)N[C@@H](Cc1ccc(O)cc1)C(=O)NCCCCCCCCCCCCN. The target protein (Q07001) has sequence MEGPVLTLGLLAALAVCGSWGLNEEERLIRHLFQEKGYNKELRPVAHKEESVDVALALTLSNLISLKEVEETLTTNVWIEHGWTDNRLKWNAEEFGNISVLRLPPDMVWLPEIVLENNNDGSFQISYSCNVLVYHYGFVYWLPPAIFRSSCPISVTYFPFDWQNCSLKFSSLKYTAKEITLSLKQDAKENRTYPVEWIIIDPEGFTENGEWEIVHRPARVNVDPRAPLDSPSRQDITFYLIIRRKPLFYIINILVPCVLISFMVNLVFYLPADSGEKTSVAISVLLAQSVFLLLISKRLPATSMAIPLIGKFLLFGMVLVTMVVVICVIVLNIHFRTPSTHVLSEGVKKLFLETLPELLHMSRPAEDGPSPGALVRRSSSLGYISKAEEYFLLKSRSDLMFEKQSERHGLARRLTTARRPPASSEQAQQELFNELKPAVDGANFIVNHMRDQNNYNEEKDSWNRVARTVDRLCLFVVTPVMVVGTAWIFLQGVYNQPPPQ.... The pIC50 is 6.0.